From a dataset of Full USPTO retrosynthesis dataset with 1.9M reactions from patents (1976-2016). Predict the reactants needed to synthesize the given product. (1) Given the product [C:1](=[O:39])([O:12][CH:13]([N:15]1[C:19]2[CH:20]=[CH:21][CH:22]=[CH:23][C:18]=2[N:17]=[C:16]1[S:24]([CH2:25][C:26]1[C:31]([CH3:32])=[C:30]([O:33][CH2:34][C:35]([F:37])([F:36])[F:38])[CH:29]=[CH:28][N:27]=1)=[O:45])[CH3:14])[O:2][CH:3]([CH2:4][O:5][CH2:6][CH3:7])[CH2:8][O:9][CH2:10][CH3:11], predict the reactants needed to synthesize it. The reactants are: [C:1](=[O:39])([O:12][CH:13]([N:15]1[C:19]2[CH:20]=[CH:21][CH:22]=[CH:23][C:18]=2[N:17]=[C:16]1[S:24][CH2:25][C:26]1[C:31]([CH3:32])=[C:30]([O:33][CH2:34][C:35]([F:38])([F:37])[F:36])[CH:29]=[CH:28][N:27]=1)[CH3:14])[O:2][CH:3]([CH2:8][O:9][CH2:10][CH3:11])[CH2:4][O:5][CH2:6][CH3:7].ClC1C=C(C=CC=1)C(OO)=[O:45]. (2) Given the product [O:21]=[C:20]([CH2:19][C:13]1[CH:18]=[CH:17][CH:16]=[CH:15][CH:14]=1)[CH2:1][P:2](=[O:7])([O:5][CH3:6])[O:3][CH3:4], predict the reactants needed to synthesize it. The reactants are: [CH3:1][P:2](=[O:7])([O:5][CH3:6])[O:3][CH3:4].[Li]CCCC.[C:13]1([CH2:19][C:20](OC)=[O:21])[CH:18]=[CH:17][CH:16]=[CH:15][CH:14]=1. (3) The reactants are: [CH:1]12[CH2:10][CH:5]3[CH2:6][CH:7]([CH2:9][CH:3]([CH2:4]3)[CH:2]1[NH:11][C:12]([N:14]1[CH2:19][CH2:18][CH2:17][C:16]3([CH2:27][C:26]4[C:21](=[CH:22][CH:23]=[CH:24][CH:25]=4)[C:20]3=[O:28])[CH2:15]1)=[O:13])[CH2:8]2.[BH4-].[Na+]. Given the product [CH:1]12[CH2:10][CH:5]3[CH2:6][CH:7]([CH2:9][CH:3]([CH2:4]3)[CH:2]1[NH:11][C:12]([N:14]1[CH2:19][CH2:18][CH2:17][C:16]3([CH2:27][C:26]4[C:21](=[CH:22][CH:23]=[CH:24][CH:25]=4)[CH:20]3[OH:28])[CH2:15]1)=[O:13])[CH2:8]2, predict the reactants needed to synthesize it. (4) Given the product [N:1]1([C:6]2[CH:11]=[CH:10][C:9]([CH2:12][C@@H:13]([NH:17][C:18]3[CH:23]=[C:22]([NH:29][C:30]4[S:34][N:33]=[C:32]([CH3:35])[CH:31]=4)[C:21]([C:25]#[N:26])=[CH:20][C:19]=3[F:27])[C:14]([NH2:16])=[O:15])=[CH:8][CH:7]=2)[CH:5]=[CH:4][N:3]=[CH:2]1, predict the reactants needed to synthesize it. The reactants are: [N:1]1([C:6]2[CH:11]=[CH:10][C:9]([CH2:12][C@@H:13]([NH:17][C:18]3[CH:23]=[C:22](Br)[C:21]([C:25]#[N:26])=[CH:20][C:19]=3[F:27])[C:14]([NH2:16])=[O:15])=[CH:8][CH:7]=2)[CH:5]=[CH:4][N:3]=[CH:2]1.Cl.[NH2:29][C:30]1[S:34][N:33]=[C:32]([CH3:35])[CH:31]=1.C([O-])([O-])=O.[K+].[K+].C1C=CC(P(C2C(C3C(P(C4C=CC=CC=4)C4C=CC=CC=4)=CC=C4C=3C=CC=C4)=C3C(C=CC=C3)=CC=2)C2C=CC=CC=2)=CC=1. (5) The reactants are: [N+:1]([C:4]1[CH:18]=[CH:17][C:7]2=[C:8]3[C:13](=[C:14]([NH2:16])[N:15]=[C:6]2[CH:5]=1)[N:12]=[CH:11][CH:10]=[CH:9]3)([O-])=O. Given the product [CH:9]1[C:8]2[C:13](=[C:14]([NH2:16])[N:15]=[C:6]3[CH:5]=[C:4]([NH2:1])[CH:18]=[CH:17][C:7]3=2)[N:12]=[CH:11][CH:10]=1, predict the reactants needed to synthesize it. (6) Given the product [Cl:26][C:27]1[CH:28]=[C:29]([C@@H:33]([OH:34])[CH2:35][NH:1][CH2:2][CH2:3][CH2:4][C:5]2[CH:6]=[CH:7][C:8]([S:11]([C:14]3[CH:24]=[CH:23][C:17]([C:18]([O:20][CH2:21][CH3:22])=[O:19])=[C:16]([CH3:25])[CH:15]=3)(=[O:13])=[O:12])=[CH:9][CH:10]=2)[CH:30]=[CH:31][CH:32]=1, predict the reactants needed to synthesize it. The reactants are: [NH2:1][CH2:2][CH2:3][CH2:4][C:5]1[CH:10]=[CH:9][C:8]([S:11]([C:14]2[CH:24]=[CH:23][C:17]([C:18]([O:20][CH2:21][CH3:22])=[O:19])=[C:16]([CH3:25])[CH:15]=2)(=[O:13])=[O:12])=[CH:7][CH:6]=1.[Cl:26][C:27]1[CH:28]=[C:29]([C@@H:33]2[CH2:35][O:34]2)[CH:30]=[CH:31][CH:32]=1. (7) Given the product [F:1][C:2]1[CH:7]=[CH:6][C:5]([N:8]2[CH2:13][CH2:12][N:11]3[N:14]=[C:15]([CH2:17][O:18][C:21]4[CH:22]=[N:23][CH:24]=[CH:25][CH:26]=4)[CH:16]=[C:10]3[C:9]2=[O:19])=[CH:4][CH:3]=1, predict the reactants needed to synthesize it. The reactants are: [F:1][C:2]1[CH:7]=[CH:6][C:5]([N:8]2[CH2:13][CH2:12][N:11]3[N:14]=[C:15]([CH2:17][OH:18])[CH:16]=[C:10]3[C:9]2=[O:19])=[CH:4][CH:3]=1.Br[C:21]1[CH:22]=[N:23][CH:24]=[CH:25][CH:26]=1.C(=O)([O-])[O-].[Cs+].[Cs+].CN(C)CC(O)=O. (8) Given the product [F:28][CH:2]([F:1])[O:3][C:4]1[CH:9]=[C:8]([CH:10]2[CH2:15][CH2:14][N:13]([S:37]([CH3:36])(=[O:39])=[O:38])[CH2:12][CH2:11]2)[CH:7]=[CH:6][C:5]=1[N:16]([CH3:27])[C:17]1[N:22]=[CH:21][C:20]2[N:23]=[CH:24][N:25]([CH3:26])[C:19]=2[CH:18]=1, predict the reactants needed to synthesize it. The reactants are: [F:1][CH:2]([F:28])[O:3][C:4]1[CH:9]=[C:8]([CH:10]2[CH2:15][CH2:14][NH:13][CH2:12][CH2:11]2)[CH:7]=[CH:6][C:5]=1[N:16]([CH3:27])[C:17]1[N:22]=[CH:21][C:20]2[N:23]=[CH:24][N:25]([CH3:26])[C:19]=2[CH:18]=1.C(N(CC)CC)C.[CH3:36][S:37](Cl)(=[O:39])=[O:38].